Dataset: CYP3A4 inhibition data for predicting drug metabolism from PubChem BioAssay. Task: Regression/Classification. Given a drug SMILES string, predict its absorption, distribution, metabolism, or excretion properties. Task type varies by dataset: regression for continuous measurements (e.g., permeability, clearance, half-life) or binary classification for categorical outcomes (e.g., BBB penetration, CYP inhibition). Dataset: cyp3a4_veith. (1) The drug is COc1ccc2[nH]cc(CCNc3cc(-c4ccc5c(c4)OCO5)ncn3)c2c1. The result is 1 (inhibitor). (2) The compound is COc1ccc(-c2nc3cnc(N4CCNCC4)nc3n(-c3ccccc3)c2=O)cc1. The result is 1 (inhibitor). (3) The molecule is CC(=O)O[C@H]1CC[C@@]2(C)C(=C[C@@H]([C@@H]3C=C4C[C@H](OC(C)=O)CC[C@@]4(C)C4=C3[C@H]3C[C@H]5O[C@@]6(CC[C@H](C)CO6)[C@H](C)[C@@H]5[C@]3(C)CC4)C3=C2CC[C@@]2(C)[C@@H]3C[C@@H]3O[C@@]4(CC[C@H](C)CO4)[C@@H](C)[C@@H]32)C1. The result is 0 (non-inhibitor). (4) The compound is COc1cc(CNCCN2CCOCC2)ccc1OCc1ccc(Cl)cc1Cl.Cl. The result is 1 (inhibitor). (5) The drug is COc1ccccc1-c1cncnc1NCc1cccnc1. The result is 1 (inhibitor). (6) The drug is O=C(O)c1ccc(Nc2ccnc3cc(Cl)ccc23)cc1O. The result is 0 (non-inhibitor). (7) The compound is CCOc1ccc(N(CCC#N)S(=O)(=O)c2ccc(OC)cc2)cc1. The result is 1 (inhibitor). (8) The drug is CCOC(=O)C1CCN(C(=O)C2CCN(c3nc4ccc(OC)cc4s3)CC2)CC1. The result is 0 (non-inhibitor).